Dataset: NCI-60 drug combinations with 297,098 pairs across 59 cell lines. Task: Regression. Given two drug SMILES strings and cell line genomic features, predict the synergy score measuring deviation from expected non-interaction effect. (1) Drug 1: CCC1=CC2CC(C3=C(CN(C2)C1)C4=CC=CC=C4N3)(C5=C(C=C6C(=C5)C78CCN9C7C(C=CC9)(C(C(C8N6C)(C(=O)OC)O)OC(=O)C)CC)OC)C(=O)OC.C(C(C(=O)O)O)(C(=O)O)O. Drug 2: CS(=O)(=O)CCNCC1=CC=C(O1)C2=CC3=C(C=C2)N=CN=C3NC4=CC(=C(C=C4)OCC5=CC(=CC=C5)F)Cl. Cell line: SR. Synergy scores: CSS=79.9, Synergy_ZIP=8.24, Synergy_Bliss=7.87, Synergy_Loewe=-2.29, Synergy_HSA=8.57. (2) Drug 1: C1=C(C(=O)NC(=O)N1)F. Drug 2: B(C(CC(C)C)NC(=O)C(CC1=CC=CC=C1)NC(=O)C2=NC=CN=C2)(O)O. Cell line: NCI-H522. Synergy scores: CSS=5.48, Synergy_ZIP=-10.4, Synergy_Bliss=-15.2, Synergy_Loewe=-12.6, Synergy_HSA=-14.0. (3) Drug 1: CC1=CC=C(C=C1)C2=CC(=NN2C3=CC=C(C=C3)S(=O)(=O)N)C(F)(F)F. Drug 2: C1=NC2=C(N=C(N=C2N1C3C(C(C(O3)CO)O)O)F)N. Cell line: SW-620. Synergy scores: CSS=0.374, Synergy_ZIP=-0.256, Synergy_Bliss=-0.639, Synergy_Loewe=-2.56, Synergy_HSA=-1.63. (4) Drug 1: CC1=C2C(C(=O)C3(C(CC4C(C3C(C(C2(C)C)(CC1OC(=O)C(C(C5=CC=CC=C5)NC(=O)OC(C)(C)C)O)O)OC(=O)C6=CC=CC=C6)(CO4)OC(=O)C)OC)C)OC. Drug 2: CC(CN1CC(=O)NC(=O)C1)N2CC(=O)NC(=O)C2. Cell line: IGROV1. Synergy scores: CSS=29.1, Synergy_ZIP=-4.89, Synergy_Bliss=-5.81, Synergy_Loewe=-1.89, Synergy_HSA=-0.402. (5) Drug 1: CC1=CC2C(CCC3(C2CCC3(C(=O)C)OC(=O)C)C)C4(C1=CC(=O)CC4)C. Drug 2: CCC1(C2=C(COC1=O)C(=O)N3CC4=CC5=C(C=CC(=C5CN(C)C)O)N=C4C3=C2)O.Cl. Cell line: HT29. Synergy scores: CSS=17.3, Synergy_ZIP=-6.70, Synergy_Bliss=-0.338, Synergy_Loewe=-15.8, Synergy_HSA=-1.77. (6) Drug 1: CC1=C(C=C(C=C1)NC(=O)C2=CC=C(C=C2)CN3CCN(CC3)C)NC4=NC=CC(=N4)C5=CN=CC=C5. Drug 2: COCCOC1=C(C=C2C(=C1)C(=NC=N2)NC3=CC=CC(=C3)C#C)OCCOC.Cl. Cell line: UACC-257. Synergy scores: CSS=-3.53, Synergy_ZIP=0.543, Synergy_Bliss=-2.71, Synergy_Loewe=-5.40, Synergy_HSA=-4.51.